From a dataset of Forward reaction prediction with 1.9M reactions from USPTO patents (1976-2016). Predict the product of the given reaction. (1) Given the reactants [S:1]([OH:11])(=[O:10])([C:3]1[CH:8]=[CH:7][C:6]([NH2:9])=[CH:5][CH:4]=1)=[O:2].[Li+:12].[OH-], predict the reaction product. The product is: [Li+:12].[S:1]([O-:11])(=[O:10])([C:3]1[CH:4]=[CH:5][C:6]([NH2:9])=[CH:7][CH:8]=1)=[O:2]. (2) Given the reactants [CH2:1]([O:8][C:9]1[N:14]=[N:13][C:12]([CH2:15][CH2:16][C:17]2[N:22]=[CH:21][C:20]([CH2:23][CH2:24]OS(C)(=O)=O)=[CH:19][CH:18]=2)=[CH:11][CH:10]=1)[C:2]1[CH:7]=[CH:6][CH:5]=[CH:4][CH:3]=1.[NH:30]1[CH2:33][CH:32]([OH:34])[CH2:31]1, predict the reaction product. The product is: [CH2:1]([O:8][C:9]1[N:14]=[N:13][C:12]([CH2:15][CH2:16][C:17]2[N:22]=[CH:21][C:20]([CH2:23][CH2:24][N:30]3[CH2:33][CH:32]([OH:34])[CH2:31]3)=[CH:19][CH:18]=2)=[CH:11][CH:10]=1)[C:2]1[CH:3]=[CH:4][CH:5]=[CH:6][CH:7]=1.